From a dataset of Peptide-MHC class II binding affinity with 134,281 pairs from IEDB. Regression. Given a peptide amino acid sequence and an MHC pseudo amino acid sequence, predict their binding affinity value. This is MHC class II binding data. The peptide sequence is DKVNFFRMVISNPAATHQDID. The MHC is DRB1_0401 with pseudo-sequence DRB1_0401. The binding affinity (normalized) is 0.607.